This data is from Full USPTO retrosynthesis dataset with 1.9M reactions from patents (1976-2016). The task is: Predict the reactants needed to synthesize the given product. Given the product [Cl:1][C:2]1[N:7]=[CH:6][N:5]=[C:4]2[C:3]=1[N:9]=[C:20]([C:19]1[CH:23]=[CH:24][C:16]([N:13]3[CH2:14][CH2:15][O:10][CH2:11][CH2:12]3)=[N:17][CH:18]=1)[NH:8]2, predict the reactants needed to synthesize it. The reactants are: [Cl:1][C:2]1[N:7]=[CH:6][N:5]=[C:4]([NH2:8])[C:3]=1[NH2:9].[O:10]1[CH2:15][CH2:14][N:13]([C:16]2[CH:24]=[CH:23][C:19]([C:20](O)=O)=[CH:18][N:17]=2)[CH2:12][CH2:11]1.[Cl-].[NH4+].